This data is from Forward reaction prediction with 1.9M reactions from USPTO patents (1976-2016). The task is: Predict the product of the given reaction. (1) Given the reactants Cl[C:2]1[C:12]2[CH2:11][CH2:10][C@H:9]([N:13]3[CH2:18][CH2:17][O:16][CH2:15][CH2:14]3)[CH:8]=[CH:7][C:6]=2[C:5]([O:19][CH3:20])=[C:4]([N+:21]([O-])=O)[CH:3]=1.[H][H], predict the reaction product. The product is: [CH3:20][O:19][C:5]1[C:6]2[CH2:7][CH2:8][C@@H:9]([N:13]3[CH2:18][CH2:17][O:16][CH2:15][CH2:14]3)[CH2:10][CH2:11][C:12]=2[CH:2]=[CH:3][C:4]=1[NH2:21]. (2) The product is: [Cl:1][C:2]1[CH:10]=[CH:9][C:8]2[C:4](=[C:5]([N:18]([C:19]3[CH:24]=[CH:23][CH:22]=[C:21]([O:25][CH2:26][CH3:27])[CH:20]=3)[C:35]([NH:34][CH:28]3[CH2:33][CH2:32][CH2:31][CH2:30][CH2:29]3)=[O:36])[N:6]([C:11]3[CH:16]=[CH:15][C:14]([Cl:17])=[CH:13][CH:12]=3)[N:7]=2)[CH:3]=1. Given the reactants [Cl:1][C:2]1[CH:10]=[CH:9][C:8]2[C:4](=[C:5]([NH:18][C:19]3[CH:24]=[CH:23][CH:22]=[C:21]([O:25][CH2:26][CH3:27])[CH:20]=3)[N:6]([C:11]3[CH:16]=[CH:15][C:14]([Cl:17])=[CH:13][CH:12]=3)[N:7]=2)[CH:3]=1.[CH:28]1([N:34]=[C:35]=[O:36])[CH2:33][CH2:32][CH2:31][CH2:30][CH2:29]1.CCN(CC)CC, predict the reaction product. (3) The product is: [NH2:7][C:8]1[O:9][CH2:10][CH2:11][C@:12]([C:15]2[CH:20]=[C:19]([NH:21][C:31]([C:26]3[C:25]([F:24])=[CH:30][CH:29]=[CH:28][N:27]=3)=[O:32])[CH:18]=[CH:17][C:16]=2[F:22])([CH3:14])[N:13]=1. Given the reactants C(OC(=O)[NH:7][C:8]1[O:9][CH2:10][CH2:11][C@:12]([C:15]2[CH:20]=[C:19]([NH2:21])[CH:18]=[CH:17][C:16]=2[F:22])([CH3:14])[N:13]=1)(C)(C)C.[F:24][C:25]1[C:26]([C:31](O)=[O:32])=[N:27][CH:28]=[CH:29][CH:30]=1, predict the reaction product. (4) The product is: [CH2:1]=[C:2]1[S:6][C:5](=[NH:7])[N:4]([C:11]2[CH:24]=[CH:23][C:14]3[O:15][C:16]([F:22])([F:21])[C:17]([F:19])([F:20])[O:18][C:13]=3[CH:12]=2)[CH2:3]1. Given the reactants [CH2:1]=[C:2]1[S:6][C:5](=[N:7]C(=O)C)[N:4]([C:11]2[CH:24]=[CH:23][C:14]3[O:15][C:16]([F:22])([F:21])[C:17]([F:20])([F:19])[O:18][C:13]=3[CH:12]=2)[CH2:3]1.CB(O)O.B(O[O-])=O.[Na+], predict the reaction product. (5) The product is: [CH3:15][O:16][C:17]1[CH:24]=[CH:23][CH:22]=[CH:21][C:18]=1[CH2:19][NH:20][C:8]1[CH:7]=[CH:6][C:5]2[C:4]([NH:1][CH2:30][C:28]3[N:27]=[N:26][NH:25][CH:29]=3)=[CH:13][CH:12]=[CH:11][C:10]=2[N:9]=1. Given the reactants [N+:1]([C:4]1[CH:13]=[CH:12][CH:11]=[C:10]2[C:5]=1[CH:6]=[CH:7][C:8](Cl)=[N:9]2)([O-])=O.[CH3:15][O:16][C:17]1[CH:24]=[CH:23][CH:22]=[CH:21][C:18]=1[CH2:19][NH2:20].[NH:25]1[CH:29]=[C:28]([CH:30]=O)[N:27]=[N:26]1, predict the reaction product. (6) Given the reactants [OH:1][C:2]1[CH:3]=[C:4]2[C:8](=[CH:9][CH:10]=1)[N:7]([CH2:11][C:12]([O:14][CH3:15])=[O:13])[CH:6]=[CH:5]2.[Br:16][CH2:17][CH2:18][CH2:19]Br.C([O-])([O-])=O.[Cs+].[Cs+], predict the reaction product. The product is: [Br:16][CH2:17][CH2:18][CH2:19][O:1][C:2]1[CH:3]=[C:4]2[C:8](=[CH:9][CH:10]=1)[N:7]([CH2:11][C:12]([O:14][CH3:15])=[O:13])[CH:6]=[CH:5]2. (7) Given the reactants [C:1]([O:5][C:6]([C:8]1[N:9]=[CH:10][C:11]([C:14]([O:16]CC)=[O:15])=[N:12][CH:13]=1)=[O:7])([CH3:4])([CH3:3])[CH3:2].[OH-].[K+], predict the reaction product. The product is: [C:1]([O:5][C:6]([C:8]1[N:9]=[CH:10][C:11]([C:14]([OH:16])=[O:15])=[N:12][CH:13]=1)=[O:7])([CH3:4])([CH3:2])[CH3:3]. (8) Given the reactants [O:1]1[C:6]2[CH:7]=[CH:8][CH:9]=[CH:10][C:5]=2[O:4][CH2:3][C@@H:2]1[CH2:11][N:12]1[CH2:17][CH2:16][CH2:15][C@@:14]([CH2:19][OH:20])([CH3:18])[CH2:13]1.[OH-].[Na+].Br[CH2:24][CH2:25][O:26][CH:27]1[CH2:32][CH2:31][CH2:30][CH2:29][O:28]1.O, predict the reaction product. The product is: [O:1]1[C:6]2[CH:7]=[CH:8][CH:9]=[CH:10][C:5]=2[O:4][CH2:3][C@@H:2]1[CH2:11][N:12]1[CH2:17][CH2:16][CH2:15][C@:14]([CH3:18])([CH2:19][O:20][CH2:24][CH2:25][O:26][CH:27]2[CH2:32][CH2:31][CH2:30][CH2:29][O:28]2)[CH2:13]1.